This data is from Reaction yield outcomes from USPTO patents with 853,638 reactions. The task is: Predict the reaction yield, written as a fraction of the theoretical maximum amount of product (1.0 means a 100% yield; for example, 0.34 means a 34% yield). (1) The reactants are Cl.[C:2]([NH2:5])(=[NH:4])[CH3:3].[O-]CC.[Na+].[C:10]([C:12]1[CH:17]=[CH:16][CH:15]=[CH:14][C:13]=1[C:18]1[CH:23]=[CH:22][C:21]([CH2:24][CH:25]([C:31](OCC)=[O:32])[C:26](OCC)=[O:27])=[CH:20][CH:19]=1)#[N:11].O1CCOCC1. The catalyst is C(O)C. The product is [OH:32][C:31]1[N:4]=[C:2]([CH3:3])[NH:5][C:26](=[O:27])[C:25]=1[CH2:24][C:21]1[CH:22]=[CH:23][C:18]([C:13]2[C:12]([C:10]#[N:11])=[CH:17][CH:16]=[CH:15][CH:14]=2)=[CH:19][CH:20]=1. The yield is 0.400. (2) The reactants are C([O:3][C:4](=[O:29])[CH2:5][CH2:6][N:7]1[C:15]2[C:10](=[CH:11][C:12]([C:16]([N:18]3[CH2:24][C:23]4([CH3:26])[CH2:25][CH:19]3[CH2:20][C:21]([CH3:28])([CH3:27])[CH2:22]4)=[O:17])=[CH:13][CH:14]=2)[CH:9]=[CH:8]1)C.[OH-].[Na+].Cl. The catalyst is C(O)C. The product is [CH3:26][C:23]12[CH2:25][CH:19]([N:18]([C:16]([C:12]3[CH:11]=[C:10]4[C:15](=[CH:14][CH:13]=3)[N:7]([CH2:6][CH2:5][C:4]([OH:29])=[O:3])[CH:8]=[CH:9]4)=[O:17])[CH2:24]1)[CH2:20][C:21]([CH3:28])([CH3:27])[CH2:22]2. The yield is 0.740. (3) The reactants are Br.Br[CH2:3][C:4]([C:6]1[CH:11]=[CH:10][N:9]=[CH:8][CH:7]=1)=O.[OH:12][C:13]1[CH:18]=[CH:17][C:16]([NH:19][C:20]([NH2:22])=[S:21])=[CH:15][C:14]=1[CH3:23].N. The catalyst is CCO.O. The product is [CH3:23][C:14]1[CH:15]=[C:16]([NH:19][C:20]2[S:21][CH:3]=[C:4]([C:6]3[CH:11]=[CH:10][N:9]=[CH:8][CH:7]=3)[N:22]=2)[CH:17]=[CH:18][C:13]=1[OH:12]. The yield is 0.800. (4) The reactants are [NH2:1][C:2]1[CH:10]=[C:9]([N:11]2[CH2:16][CH2:15][N:14]([C:17](=[O:24])[C:18]3[CH:23]=[CH:22][CH:21]=[CH:20][CH:19]=3)[CH2:13][CH2:12]2)[CH:8]=[CH:7][C:3]=1[C:4]([OH:6])=[O:5].[CH:25](=O)[C:26]1[CH:31]=[CH:30][CH:29]=[CH:28][CH:27]=1.C(O[BH-](OC(=O)C)OC(=O)C)(=O)C.[Na+]. No catalyst specified. The product is [CH2:25]([NH:1][C:2]1[CH:10]=[C:9]([N:11]2[CH2:12][CH2:13][N:14]([C:17](=[O:24])[C:18]3[CH:19]=[CH:20][CH:21]=[CH:22][CH:23]=3)[CH2:15][CH2:16]2)[CH:8]=[CH:7][C:3]=1[C:4]([OH:6])=[O:5])[C:26]1[CH:31]=[CH:30][CH:29]=[CH:28][CH:27]=1. The yield is 0.400. (5) The reactants are Cl.[CH:2]1([NH:8][CH2:9][C:10]([OH:12])=[O:11])[CH2:7][CH2:6][CH2:5][CH2:4][CH2:3]1.C(=O)([O-])[O-].[K+].[K+].[CH2:19]([O:23][C:24](Cl)=[O:25])[CH:20]([CH3:22])[CH3:21]. The catalyst is C(#N)C.O. The product is [CH2:19]([O:23][C:24]([N:8]([CH:2]1[CH2:7][CH2:6][CH2:5][CH2:4][CH2:3]1)[CH2:9][C:10]([OH:12])=[O:11])=[O:25])[CH:20]([CH3:22])[CH3:21]. The yield is 0.940.